From a dataset of Retrosynthesis with 50K atom-mapped reactions and 10 reaction types from USPTO. Predict the reactants needed to synthesize the given product. (1) Given the product Cc1ccc(-n2nc(C)c3c(C(=O)Nc4c(C)ccnc4C)cc(C)nc32)cn1, predict the reactants needed to synthesize it. The reactants are: Cc1ccc(-n2nc(C)c3c(C(=O)O)cc(C)nc32)cn1.Cc1ccnc(C)c1N. (2) The reactants are: CNc1c(N)cnc2ccc(Cl)cc12.O=CO. Given the product Cn1cnc2cnc3ccc(Cl)cc3c21, predict the reactants needed to synthesize it. (3) Given the product CC(C)Oc1ncc(-c2nc(-c3ccc(N[C@H]4CC[C@@H](C(=O)O)C4)cc3)no2)cc1Br, predict the reactants needed to synthesize it. The reactants are: CCOC(=O)[C@@H]1CC[C@H](Nc2ccc(-c3noc(-c4cnc(OC(C)C)c(Br)c4)n3)cc2)C1. (4) Given the product Cc1ccnc(-n2c(/C=C/c3ccccc3)nc3ccccc32)c1, predict the reactants needed to synthesize it. The reactants are: C(=C/c1nc2ccccc2n1-c1ccccn1)\c1ccccc1.Cc1ccnc(F)c1. (5) Given the product OCCCc1cc(F)c(F)cc1F, predict the reactants needed to synthesize it. The reactants are: O=C(O)CCc1cc(F)c(F)cc1F.